This data is from Forward reaction prediction with 1.9M reactions from USPTO patents (1976-2016). The task is: Predict the product of the given reaction. (1) Given the reactants Br[CH2:2][CH2:3][CH3:4].[OH:5][C:6]1[C:15]2[C:10](=[CH:11][CH:12]=[CH:13][CH:14]=2)[C:9]([OH:16])=[C:8]([C:17]([O:19][CH2:20][CH3:21])=[O:18])[C:7]=1[C:22]([O:24][CH2:25][CH3:26])=[O:23].C(=O)([O-])[O-].[K+].[K+].[CH3:33][C:34]([CH3:36])=O, predict the reaction product. The product is: [CH2:2]([O:5][C:6]1[C:15]2[C:10](=[CH:11][CH:12]=[CH:13][CH:14]=2)[C:9]([O:16][CH2:33][CH2:34][CH3:36])=[C:8]([C:17]([O:19][CH2:20][CH3:21])=[O:18])[C:7]=1[C:22]([O:24][CH2:25][CH3:26])=[O:23])[CH2:3][CH3:4]. (2) Given the reactants [NH:1]1[CH2:5][CH2:4][CH2:3][CH2:2]1.[Br:6][C:7]1[C:12]([F:13])=[CH:11][C:10]([S:14](Cl)(=[O:16])=[O:15])=[C:9]([F:18])[CH:8]=1, predict the reaction product. The product is: [Br:6][C:7]1[C:12]([F:13])=[CH:11][C:10]([S:14]([N:1]2[CH2:5][CH2:4][CH2:3][CH2:2]2)(=[O:15])=[O:16])=[C:9]([F:18])[CH:8]=1.